Task: Predict the reactants needed to synthesize the given product.. Dataset: Full USPTO retrosynthesis dataset with 1.9M reactions from patents (1976-2016) (1) Given the product [CH2:15]([N:12]1[C:13](=[O:14])[C:8]2[CH:7]=[C:6]([C:4]([OH:5])=[O:3])[S:23][C:9]=2[NH:10][C:11]1=[O:22])[C:16]1[CH:21]=[CH:20][CH:19]=[CH:18][CH:17]=1, predict the reactants needed to synthesize it. The reactants are: C([O:3][C:4]([C:6]1[S:23][C:9]2[NH:10][C:11](=[O:22])[N:12]([CH2:15][C:16]3[CH:21]=[CH:20][CH:19]=[CH:18][CH:17]=3)[C:13](=[O:14])[C:8]=2[CH:7]=1)=[O:5])C.C1COCC1.[OH-].[Li+]. (2) Given the product [Br:8][C:6]1[CH:7]=[C:2]2[NH:1][C:22](=[O:23])[N:10]([CH2:11][CH2:12][C:13]([O:15][CH3:16])=[O:14])[C:3]2=[N:4][C:5]=1[CH3:9], predict the reactants needed to synthesize it. The reactants are: [NH2:1][C:2]1[C:3]([NH:10][CH2:11][CH2:12][C:13]([O:15][CH3:16])=[O:14])=[N:4][C:5]([CH3:9])=[C:6]([Br:8])[CH:7]=1.N1([C:22](N2C=CN=C2)=[O:23])C=CN=C1.O. (3) Given the product [O:35]([C:30]1[CH:31]=[CH:32][CH:33]=[CH:34][C:29]=1[CH2:28][O:1][C:2]12[CH2:8][C:5]([C:9]([O:11][CH3:12])=[O:10])([CH2:4][CH2:3]1)[CH2:6][CH2:7]2)[C:36]1[CH:37]=[CH:38][CH:39]=[CH:40][CH:41]=1, predict the reactants needed to synthesize it. The reactants are: [OH:1][C:2]12[CH2:8][C:5]([C:9]([O:11][CH3:12])=[O:10])([CH2:6][CH2:7]1)[CH2:4][CH2:3]2.C(C1C=CC=C(C(C)(C)C)N=1)(C)(C)C.Cl[CH2:28][C:29]1[CH:34]=[CH:33][CH:32]=[CH:31][C:30]=1[O:35][C:36]1[CH:41]=[CH:40][CH:39]=[CH:38][CH:37]=1. (4) Given the product [CH3:16][O:17][C:18](=[O:48])[C:19]1[CH:24]=[CH:23][C:22]([NH2:25])=[CH:21][C:20]=1[O:40][CH2:41][CH2:42][N:43]([CH2:46][CH3:47])[CH2:44][CH3:45], predict the reactants needed to synthesize it. The reactants are: C(N(CC)CCOC1C=C(N)C=CC=1)C.[CH3:16][O:17][C:18](=[O:48])[C:19]1[CH:24]=[CH:23][C:22]([NH:25]C2N=CC(C3C=CC(OC)=CC=3)=CN=2)=[CH:21][C:20]=1[O:40][CH2:41][CH2:42][N:43]([CH2:46][CH3:47])[CH2:44][CH3:45]. (5) Given the product [C:1]([C:3]1[C:4]([NH:34][CH2:35][CH2:36][O:37][CH3:38])=[CH:5][C:6]([NH:9][C:10]([N:12]2[C:21]3[C:16](=[CH:17][C:18]([N:27]4[CH2:31][CH2:30][CH:29]([CH3:32])[C:28]4=[O:33])=[C:19]([CH:22]=[O:23])[N:20]=3)[CH2:15][CH2:14][CH2:13]2)=[O:11])=[N:7][CH:8]=1)#[N:2], predict the reactants needed to synthesize it. The reactants are: [C:1]([C:3]1[C:4]([NH:34][CH2:35][CH2:36][O:37][CH3:38])=[CH:5][C:6]([NH:9][C:10]([N:12]2[C:21]3[C:16](=[CH:17][C:18]([N:27]4[CH2:31][CH2:30][CH:29]([CH3:32])[C:28]4=[O:33])=[C:19]([CH:22](OC)[O:23]C)[N:20]=3)[CH2:15][CH2:14][CH2:13]2)=[O:11])=[N:7][CH:8]=1)#[N:2].Cl. (6) Given the product [OH:27][C@@H:17]1[CH2:18][CH2:19][C@@:20]2([CH3:21])[C@H:15](/[C:14](=[CH:28]/[CH3:29])/[C:13](=[O:30])[C@@H:12]3[C@@H:22]2[CH2:23][CH2:24][C@@:25]2([CH3:26])[C@H:11]3[CH2:10][CH2:9][C@@H:8]2[C@H:6]([CH3:7])[CH2:5][CH2:4][C:3]([OH:31])=[O:2])[CH2:16]1, predict the reactants needed to synthesize it. The reactants are: C[O:2][C:3](=[O:31])[CH2:4][CH2:5][C@H:6]([C@@H:8]1[C@:25]2([CH3:26])[C@H:11]([C@H:12]3[C@H:22]([CH2:23][CH2:24]2)[C@:20]2([CH3:21])[C@@H:15]([CH2:16][C@H:17]([OH:27])[CH2:18][CH2:19]2)/[C:14](=[CH:28]\[CH3:29])/[C:13]3=[O:30])[CH2:10][CH2:9]1)[CH3:7]. (7) Given the product [Br:20][C:21]1[CH:26]=[CH:25][C:24]2[C:27]3[C:28](=[CH:29][CH:30]=[CH:31][CH:32]=3)[NH:33][C:23]=2[CH:22]=1, predict the reactants needed to synthesize it. The reactants are: C1(P(C2C=CC=CC=2)C2C=CC=CC=2)C=CC=CC=1.[Br:20][C:21]1[CH:26]=[CH:25][C:24]([C:27]2[CH:32]=[CH:31][CH:30]=[CH:29][C:28]=2[N+:33]([O-])=O)=[CH:23][CH:22]=1.